From a dataset of Experimentally validated miRNA-target interactions with 360,000+ pairs, plus equal number of negative samples. Binary Classification. Given a miRNA mature sequence and a target amino acid sequence, predict their likelihood of interaction. (1) The miRNA is hsa-miR-6745 with sequence UGGGUGGAAGAAGGUCUGGUU. The protein sequence of the target gene is MGLLTILKKMKQKERELRLLMLGLDNAGKTTILKKFNGEDIDTISPTLGFNIKTLEHRGFKLNIWDVGGQKSLRSYWRNYFESTDGLIWVVDSADRQRMQDCQRELQSLLVEERLAGATLLIFANKQDLPGALSSNAIREVLELDSIRSHHWCIQGCSAVTGENLLPGIDWLLDDISSRIFTAD. Result: 1 (interaction). (2) The miRNA is hsa-miR-1911-5p with sequence UGAGUACCGCCAUGUCUGUUGGG. The protein sequence of the target gene is MSVRTLPLLFLNLGGEMLYILDQRLRAQNIPGDKARKDEWTEVDRKRVLNDIISTMFNRKFMEELFKPQELYSKKALRTVYERLAHASIMKLNQASMDKLYDLMTMAFKYQVLLCPRPKDVLLVTFNHLDTIKGFIRDSPTILQQVDETLRQLTEIYGGLSAGEFQLIRQTLLIFFQDLHIRVSMFLKDKVQNNNGRFVLPVSGPVPWGTEVPGLIRMFNNKGEEVKRIEFKHGGNYVPAPKEGSFELYGDRVLKLGTNMYSVNQPVETHVSGSSKNLASWTQESIAPNPLAKEELNFLA.... Result: 0 (no interaction).